Dataset: Catalyst prediction with 721,799 reactions and 888 catalyst types from USPTO. Task: Predict which catalyst facilitates the given reaction. (1) Product: [Br:1][C:2]1[CH:8]=[C:7]([Cl:9])[CH:6]=[CH:5][C:3]=1[NH:4][C:10](=[O:12])[CH3:11]. Reactant: [Br:1][C:2]1[CH:8]=[C:7]([Cl:9])[CH:6]=[CH:5][C:3]=1[NH2:4].[C:10](OC(=O)C)(=[O:12])[CH3:11]. The catalyst class is: 79. (2) Reactant: [O:1]=[C:2]1[C:11]2[C:6](=[CH:7][CH:8]=[CH:9][CH:10]=2)[N:5]=[C:4]([C:12]([NH:14][CH2:15][C:16]2[CH:17]=[C:18]([O:22][CH2:23][CH2:24][CH2:25][C:26]([O:28]CC)=[O:27])[CH:19]=[CH:20][CH:21]=2)=[O:13])[NH:3]1.[OH-].[Na+].C1COCC1.CO. Product: [O:1]=[C:2]1[C:11]2[C:6](=[CH:7][CH:8]=[CH:9][CH:10]=2)[N:5]=[C:4]([C:12]([NH:14][CH2:15][C:16]2[CH:17]=[C:18]([O:22][CH2:23][CH2:24][CH2:25][C:26]([OH:28])=[O:27])[CH:19]=[CH:20][CH:21]=2)=[O:13])[NH:3]1. The catalyst class is: 6. (3) Product: [Cl:24][C:18]1[CH:17]=[C:16]([CH2:15][CH2:14][C:5]2([CH:9]3[CH2:13][CH2:12][CH2:11][CH2:10]3)[O:4][C:3](=[O:25])[C:2]([S:37][C:35]3[O:36][C:32]([C:29]4[CH:30]=[CH:31][N:26]=[CH:27][CH:28]=4)=[N:33][N:34]=3)=[C:7]([OH:8])[CH2:6]2)[CH:21]=[CH:20][C:19]=1[O:22][CH3:23]. Reactant: Cl[CH:2]1[C:7](=[O:8])[CH2:6][C:5]([CH2:14][CH2:15][C:16]2[CH:21]=[CH:20][C:19]([O:22][CH3:23])=[C:18]([Cl:24])[CH:17]=2)([CH:9]2[CH2:13][CH2:12][CH2:11][CH2:10]2)[O:4][C:3]1=[O:25].[N:26]1[CH:31]=[CH:30][C:29]([C:32]2[O:36][C:35]([SH:37])=[N:34][N:33]=2)=[CH:28][CH:27]=1. The catalyst class is: 6. (4) Reactant: [F:1][C:2]1[C:7]([F:8])=[CH:6][CH:5]=[CH:4][C:3]=1[C:9]1[NH:10][CH:11]=[C:12]([CH:14]=[O:15])[N:13]=1.[H-].[Na+].C1OCCOCCOCCOCCOC1.[CH3:33][C:34]1[S:38][C:37]([S:39](Cl)(=[O:41])=[O:40])=[CH:36][CH:35]=1. Product: [F:1][C:2]1[C:7]([F:8])=[CH:6][CH:5]=[CH:4][C:3]=1[C:9]1[N:10]([S:39]([C:37]2[S:38][C:34]([CH3:33])=[CH:35][CH:36]=2)(=[O:41])=[O:40])[CH:11]=[C:12]([CH:14]=[O:15])[N:13]=1. The catalyst class is: 685. (5) Reactant: CC(C)([O-])C.[K+].[Cl-].[NH2:8][C:9]([NH2:11])=[NH2+:10].[CH:12]1([CH2:15][N:16]2[C:24](=[O:25])[C:23]3[C:18](=[CH:19][CH:20]=[CH:21][CH:22]=3)[CH:17]2[CH2:26][C:27](OCC)=[O:28])[CH2:14][CH2:13]1. Product: [CH:12]1([CH2:15][N:16]2[C:24](=[O:25])[C:23]3[C:18](=[CH:19][CH:20]=[CH:21][CH:22]=3)[CH:17]2[CH2:26][C:27]([NH:10][C:9]([NH2:11])=[NH:8])=[O:28])[CH2:13][CH2:14]1. The catalyst class is: 6. (6) Reactant: FC(F)(F)C([O-])=O.[C:8]([C:11]1[C:12]([NH:25][C:26]2[CH:31]=[CH:30][C:29]([F:32])=[CH:28][CH:27]=2)=[N:13][N:14]([C:16]2([CH2:22][C:23]#[N:24])[CH2:21][CH2:20][NH2+:19][CH2:18][CH2:17]2)[CH:15]=1)(=[O:10])[NH2:9].[NH:33]1[CH2:40][CH2:39][CH2:38][C@H:34]1[C:35](O)=O.[O-]P([O-])([O-])=O.[K+].[K+].[K+].BrC1C=CC=CN=1. Product: [C:23]([CH2:22][C:16]1([N:14]2[CH:15]=[C:11]([C:8]([NH2:9])=[O:10])[C:12]([NH:25][C:26]3[CH:27]=[CH:28][C:29]([F:32])=[CH:30][CH:31]=3)=[N:13]2)[CH2:21][CH2:20][N:19]([C:40]2[CH:39]=[CH:38][CH:34]=[CH:35][N:33]=2)[CH2:18][CH2:17]1)#[N:24]. The catalyst class is: 156.